This data is from Reaction yield outcomes from USPTO patents with 853,638 reactions. The task is: Predict the reaction yield, written as a fraction of the theoretical maximum amount of product (1.0 means a 100% yield; for example, 0.34 means a 34% yield). (1) The reactants are [Br:1][C:2]1[CH:3]=[CH:4][C:5]([NH:8][C:9]([C:11]2[CH:16]=[C:15]([O:17][CH3:18])[C:14]([O:19][CH3:20])=[C:13]([O:21][CH3:22])[C:12]=2[N+:23]([O-])=O)=[O:10])=[N:6][CH:7]=1. The catalyst is C(OCC)(=O)C.Cl[Pd](Cl)([P](C1C=CC=CC=1)(C1C=CC=CC=1)C1C=CC=CC=1)[P](C1C=CC=CC=1)(C1C=CC=CC=1)C1C=CC=CC=1. The product is [NH2:23][C:12]1[C:13]([O:21][CH3:22])=[C:14]([O:19][CH3:20])[C:15]([O:17][CH3:18])=[CH:16][C:11]=1[C:9]([NH:8][C:5]1[CH:4]=[CH:3][C:2]([Br:1])=[CH:7][N:6]=1)=[O:10]. The yield is 0.770. (2) The reactants are C(=O)([O-])[O-].[K+].[K+].[Cl:7][C:8]1[C:20]2[C:19]3[C:14](=[CH:15][CH:16]=[CH:17][CH:18]=3)[C:13](=[O:21])[C:12]=2[CH:11]=[C:10]([CH3:22])[CH:9]=1.C[Si](C)(C)[C:25]([F:28])([F:27])[F:26].[F-].[Cs+].Br[CH2:34][C:35]([O:37]CC)=[O:36]. The catalyst is O.CN(C)C=O. The product is [Cl:7][C:8]1[C:20]2[C:19]3[C:14](=[CH:15][CH:16]=[CH:17][CH:18]=3)[C:13]([C:25]([F:28])([F:27])[F:26])([O:21][CH2:34][C:35]([OH:37])=[O:36])[C:12]=2[CH:11]=[C:10]([CH3:22])[CH:9]=1. The yield is 0.870.